Regression. Given a peptide amino acid sequence and an MHC pseudo amino acid sequence, predict their binding affinity value. This is MHC class I binding data. From a dataset of Peptide-MHC class I binding affinity with 185,985 pairs from IEDB/IMGT. (1) The peptide sequence is CYNAVLTHV. The MHC is H-2-Ld with pseudo-sequence H-2-Ld. The binding affinity (normalized) is 0. (2) The peptide sequence is RSNNKFTLK. The MHC is HLA-A03:01 with pseudo-sequence HLA-A03:01. The binding affinity (normalized) is 0.593.